Dataset: Full USPTO retrosynthesis dataset with 1.9M reactions from patents (1976-2016). Task: Predict the reactants needed to synthesize the given product. (1) Given the product [CH2:12]([O:11][CH2:7][C:8]([O:10][C:22]([CH3:23])([CH3:26])[CH3:16])=[O:9])[C:13]#[CH:14], predict the reactants needed to synthesize it. The reactants are: [H-].[Na+].C([CH:7]([OH:11])[C:8]([O-:10])=[O:9])(C)(C)C.[CH2:12](Br)[C:13]#[CH:14].[C:16](OCC)(=O)C.[CH2:22]1[CH2:26]OC[CH2:23]1. (2) Given the product [OH:9][CH2:10][CH2:11][O:12][C:13]1[CH:20]=[CH:19][C:16]([C:17]2[C:3]3[C:4](=[O:8])[NH:5][CH:6]=[CH:7][C:2]=3[N:1]=[C:24]([SH:26])[C:23]=2[C:21]#[N:22])=[CH:15][CH:14]=1, predict the reactants needed to synthesize it. The reactants are: [NH2:1][C:2]1[CH:7]=[CH:6][NH:5][C:4](=[O:8])[CH:3]=1.[OH:9][CH2:10][CH2:11][O:12][C:13]1[CH:20]=[CH:19][C:16]([CH:17]=O)=[CH:15][CH:14]=1.[C:21]([CH2:23][C:24](=[S:26])N)#[N:22].C(O)(=O)C. (3) The reactants are: [F:1][C:2]1[CH:7]=[CH:6][C:5]([N:8]2[C:11](=[O:12])[C@H:10]([S:13][CH2:14][C:15]([C:17]3[CH:22]=[CH:21][C:20]([F:23])=[CH:19][CH:18]=3)=[O:16])[C@H:9]2[C:24]2[CH:38]=[CH:37][C:27]([O:28][CH2:29][C:30]([NH:32][CH2:33][C:34](O)=[O:35])=[O:31])=[CH:26][CH:25]=2)=[CH:4][CH:3]=1.CN1CCOCC1.CN(C(ON1N=NC2C=CC=CC1=2)=[N+](C)C)C.[B-](F)(F)(F)F.[NH2:68][CH:69]([C:74]([CH3:77])([CH3:76])[CH3:75])[CH2:70][C:71]([OH:73])=[O:72].[BH4-].[Na+]. Given the product [F:1][C:2]1[CH:3]=[CH:4][C:5]([N:8]2[C:11](=[O:12])[C@H:10]([S:13][CH2:14][CH:15]([C:17]3[CH:18]=[CH:19][C:20]([F:23])=[CH:21][CH:22]=3)[OH:16])[C@H:9]2[C:24]2[CH:25]=[CH:26][C:27]([O:28][CH2:29][C:30]([NH:32][CH2:33][C:34]([NH:68][CH:69]([C:74]([CH3:77])([CH3:76])[CH3:75])[CH2:70][C:71]([OH:73])=[O:72])=[O:35])=[O:31])=[CH:37][CH:38]=2)=[CH:6][CH:7]=1, predict the reactants needed to synthesize it. (4) Given the product [C:1]1([CH2:7][CH2:8][CH2:9][CH2:10][CH2:11][CH2:12][CH2:13][NH2:14])[CH:6]=[CH:5][CH:4]=[CH:3][CH:2]=1, predict the reactants needed to synthesize it. The reactants are: [C:1]1([CH2:7][CH2:8][CH2:9][CH2:10][CH2:11][CH2:12][CH2:13][N:14]=[N+]=[N-])[CH:6]=[CH:5][CH:4]=[CH:3][CH:2]=1. (5) Given the product [CH3:1][O:2][C:3]1[CH:8]=[CH:7][CH:6]=[CH:5][C:4]=1[S:9][C:11]1[CH:16]=[CH:15][CH:14]=[CH:13][C:12]=1[N+:17]([O-:19])=[O:18].[CH3:20][O:21][C:22]1[CH:27]=[CH:26][CH:25]=[CH:24][C:23]=1[S:28][C:29]1[CH:35]=[CH:34][CH:33]=[CH:32][C:30]=1[NH:31][C:1]([NH:36][C:37]1[S:38][CH:39]=[CH:40][N:41]=1)=[O:2], predict the reactants needed to synthesize it. The reactants are: [CH3:1][O:2][C:3]1[CH:8]=[CH:7][CH:6]=[CH:5][C:4]=1[SH:9].F[C:11]1[CH:16]=[CH:15][CH:14]=[CH:13][C:12]=1[N+:17]([O-:19])=[O:18].[CH3:20][O:21][C:22]1[CH:27]=[CH:26][CH:25]=[CH:24][C:23]=1[S:28][C:29]1[CH:35]=[CH:34][CH:33]=[CH:32][C:30]=1[NH2:31].[NH2:36][C:37]1[S:38][CH:39]=[CH:40][N:41]=1.